This data is from CYP1A2 inhibition data for predicting drug metabolism from PubChem BioAssay. The task is: Regression/Classification. Given a drug SMILES string, predict its absorption, distribution, metabolism, or excretion properties. Task type varies by dataset: regression for continuous measurements (e.g., permeability, clearance, half-life) or binary classification for categorical outcomes (e.g., BBB penetration, CYP inhibition). Dataset: cyp1a2_veith. The molecule is Cc1cccc(C(=O)NC2CCN(C(=S)NCc3ccco3)CC2)c1. The result is 0 (non-inhibitor).